The task is: Regression/Classification. Given a drug SMILES string, predict its absorption, distribution, metabolism, or excretion properties. Task type varies by dataset: regression for continuous measurements (e.g., permeability, clearance, half-life) or binary classification for categorical outcomes (e.g., BBB penetration, CYP inhibition). Dataset: cyp2d6_veith.. This data is from CYP2D6 inhibition data for predicting drug metabolism from PubChem BioAssay. (1) The compound is COc1ccc(C(=O)NNC(=O)Cc2ccc(-c3ccccc3)cc2)cc1OC. The result is 0 (non-inhibitor). (2) The compound is C[C@H](N)C(=O)O. The result is 0 (non-inhibitor). (3) The drug is Cc1ncc(CNC(=O)N(CCCl)N=O)c(N)n1. The result is 0 (non-inhibitor). (4) The drug is Cn1c(=O)n(-c2ccc(Cl)cc2)c(=O)c2c3c(sc21)COC(C)(C)C3. The result is 0 (non-inhibitor).